Dataset: Catalyst prediction with 721,799 reactions and 888 catalyst types from USPTO. Task: Predict which catalyst facilitates the given reaction. Reactant: [Cl:1][C:2]1[N:3]=[CH:4][NH:5][C:6]=1[Cl:7].[OH-].[K+].[Br:10][CH2:11][CH2:12][CH2:13][CH2:14][C:15]([OH:17])=[O:16].Br[CH2:19][C:20]1[C:29]2[C:24](=[CH:25][CH:26]=[CH:27][CH:28]=2)[CH:23]=[CH:22][CH:21]=1.Br. Product: [Br-:10].[C:15]([CH2:14][CH2:13][CH2:12][CH2:11][N:3]1[C:2]([Cl:1])=[C:6]([Cl:7])[N+:5]([CH2:19][C:20]2[C:29]3[C:24](=[CH:25][CH:26]=[CH:27][CH:28]=3)[CH:23]=[CH:22][CH:21]=2)=[CH:4]1)([OH:17])=[O:16]. The catalyst class is: 10.